Dataset: Catalyst prediction with 721,799 reactions and 888 catalyst types from USPTO. Task: Predict which catalyst facilitates the given reaction. (1) Reactant: [C:1]([C:3]1[CH:8]=[C:7]([O:9][CH3:10])[C:6]([O:11][CH2:12][C:13]2[CH:18]=[CH:17][CH:16]=[C:15]([S:19]([CH3:27])(=[N:21][C:22]([O:24][CH2:25][CH3:26])=[O:23])=[O:20])[CH:14]=2)=[CH:5][C:4]=1[N:28]=[CH:29][N:30](C)C)#[N:2].N[C:34]1[CH:35]=[C:36]([CH:39]=[CH:40][CH:41]=1)[C:37]#[N:38]. Product: [C:37]([C:36]1[CH:35]=[C:34]([NH:2][C:1]2[C:3]3[C:4](=[CH:5][C:6]([O:11][CH2:12][C:13]4[CH:14]=[C:15]([S:19]([CH3:27])(=[N:21][C:22]([O:24][CH2:25][CH3:26])=[O:23])=[O:20])[CH:16]=[CH:17][CH:18]=4)=[C:7]([O:9][CH3:10])[CH:8]=3)[N:28]=[CH:29][N:30]=2)[CH:41]=[CH:40][CH:39]=1)#[N:38]. The catalyst class is: 98. (2) Reactant: [CH3:1][S:2]([N:5]1[CH2:10][CH:9]=[C:8]([C:11]2[CH:12]=[C:13]3[CH2:19][C@@:18]([CH3:26])([CH:20]4[CH2:25][CH2:24][NH:23][CH2:22][CH2:21]4)[O:17][C:14]3=[CH:15][N:16]=2)[CH2:7][CH2:6]1)(=[O:4])=[O:3].Br[C:28]1[N:33]=[CH:32][C:31]([CH3:34])=[CH:30][N:29]=1.C(=O)([O-])[O-].[K+].[K+]. Product: [CH3:1][S:2]([N:5]1[CH2:6][CH:7]=[C:8]([C:11]2[CH:12]=[C:13]3[CH2:19][C@@:18]([CH3:26])([CH:20]4[CH2:25][CH2:24][N:23]([C:28]5[N:33]=[CH:32][C:31]([CH3:34])=[CH:30][N:29]=5)[CH2:22][CH2:21]4)[O:17][C:14]3=[CH:15][N:16]=2)[CH2:9][CH2:10]1)(=[O:3])=[O:4]. The catalyst class is: 16. (3) Reactant: CON(C)[C:4]([CH:6]1[CH2:11][CH2:10][CH2:9][N:8]([C:12]([O:14][C:15]([CH3:18])([CH3:17])[CH3:16])=[O:13])[CH2:7]1)=[O:5].[CH3:20][Mg]Br. Product: [C:4]([CH:6]1[CH2:11][CH2:10][CH2:9][N:8]([C:12]([O:14][C:15]([CH3:16])([CH3:17])[CH3:18])=[O:13])[CH2:7]1)(=[O:5])[CH3:20]. The catalyst class is: 1. (4) Reactant: Cl[C:2]1[N:7]=[C:6]([N:8]2[CH2:13][CH2:12][CH:11]([C:14]([NH2:16])=[O:15])[CH2:10][CH2:9]2)[C:5]([C:17]2[CH:22]=[CH:21][CH:20]=[CH:19][CH:18]=2)=[CH:4][N:3]=1.C([O-])(=O)C.[K+]. Product: [C:17]1([C:5]2[C:6]([N:8]3[CH2:9][CH2:10][CH:11]([C:14]([NH2:16])=[O:15])[CH2:12][CH2:13]3)=[N:7][CH:2]=[N:3][CH:4]=2)[CH:18]=[CH:19][CH:20]=[CH:21][CH:22]=1. The catalyst class is: 331.